From a dataset of Reaction yield outcomes from USPTO patents with 853,638 reactions. Predict the reaction yield, written as a fraction of the theoretical maximum amount of product (1.0 means a 100% yield; for example, 0.34 means a 34% yield). (1) The reactants are [Cl:1][C:2]1[CH:7]=[CH:6][C:5]([OH:8])=[C:4]([C:9]([F:12])([F:11])[F:10])[CH:3]=1.[OH-:13].[Na+].Cl. The catalyst is C(Cl)(Cl)Cl.CC(C)=O. The product is [Cl:1][C:2]1[CH:7]=[CH:6][C:5]([O:8][C:4]([CH3:9])([CH3:3])[C:5]([OH:8])=[O:13])=[C:4]([C:9]([F:10])([F:11])[F:12])[CH:3]=1. The yield is 0.370. (2) The reactants are [CH2:1]([C:3]1[C:8](=[O:9])[NH:7][C:6]([CH3:10])=[C:5]([C:11]2[S:15][C:14]([S:16](Cl)(=[O:18])=[O:17])=[CH:13][CH:12]=2)[CH:4]=1)[CH3:2].[OH:20][CH:21]1[CH2:25][CH2:24][NH:23][CH2:22]1. No catalyst specified. The product is [CH2:1]([C:3]1[C:8](=[O:9])[NH:7][C:6]([CH3:10])=[C:5]([C:11]2[S:15][C:14]([S:16]([N:23]3[CH2:24][CH2:25][CH:21]([OH:20])[CH2:22]3)(=[O:18])=[O:17])=[CH:13][CH:12]=2)[CH:4]=1)[CH3:2]. The yield is 0.488. (3) The reactants are [Cl:1][C:2]1[CH:14]=[CH:13][C:5]2[S:6][CH:7]=[C:8]([CH2:9][C:10]([OH:12])=O)[C:4]=2[CH:3]=1.C(Cl)(=O)[C:16]([Cl:18])=O.[N+](=C)=[N-].Cl. No catalyst specified. The product is [Cl:18][CH2:16][C:10](=[O:12])[CH2:9][C:8]1[C:4]2[CH:3]=[C:2]([Cl:1])[CH:14]=[CH:13][C:5]=2[S:6][CH:7]=1. The yield is 0.970. (4) The reactants are [Br:1][C:2]1[N:6]2[CH2:7][CH2:8][N:9]([C:11]([O:13][C:14]([CH3:17])([CH3:16])[CH3:15])=[O:12])[CH2:10][C:5]2=[C:4]([C:18]([OH:20])=O)[N:3]=1.[CH3:21][NH:22][C:23](=[O:30])[C@H:24]([CH2:26][CH:27]([CH3:29])[CH3:28])[NH2:25].CCN(C(C)C)C(C)C.CN(C(ON1N=NC2C=CC=CC1=2)=[N+](C)C)C.[B-](F)(F)(F)F. The catalyst is CN(C=O)C. The product is [Br:1][C:2]1[N:6]2[CH2:7][CH2:8][N:9]([C:11]([O:13][C:14]([CH3:15])([CH3:16])[CH3:17])=[O:12])[CH2:10][C:5]2=[C:4]([C:18](=[O:20])[NH:25][C@@H:24]([CH2:26][CH:27]([CH3:29])[CH3:28])[C:23]([NH:22][CH3:21])=[O:30])[N:3]=1. The yield is 0.480. (5) The reactants are [F:1][C:2]1[CH:19]=[CH:18][CH:17]=[CH:16][C:3]=1[O:4][C:5]1[N:10]=[CH:9][C:8]([CH2:11][C:12](Cl)=[N:13][OH:14])=[CH:7][CH:6]=1.O1CCCC1.[C:25]([C:27]1[CH:28]=[CH:29][C:30]([NH2:33])=[N:31][CH:32]=1)#[CH:26].C(N(CC)CC)C. The catalyst is O. The product is [F:1][C:2]1[CH:19]=[CH:18][CH:17]=[CH:16][C:3]=1[O:4][C:5]1[N:10]=[CH:9][C:8]([CH2:11][C:12]2[CH:26]=[C:25]([C:27]3[CH:28]=[CH:29][C:30]([NH2:33])=[N:31][CH:32]=3)[O:14][N:13]=2)=[CH:7][CH:6]=1. The yield is 0.170. (6) The reactants are [NH2:1][C:2]1[CH:7]=[CH:6][C:5]([C:8]2[N:9]([CH:26]3[CH2:29][CH2:28][CH2:27]3)[C:10]3[C:15]([C:16]=2[C:17]#[N:18])=[CH:14][CH:13]=[C:12]([O:19][C:20]2[N:25]=[CH:24][CH:23]=[CH:22][N:21]=2)[CH:11]=3)=[CH:4][C:3]=1[Cl:30].Cl[C:32]([O:34][CH:35]([CH3:37])[CH3:36])=[O:33]. The catalyst is C(Cl)Cl.N1C=CC=CC=1.C1(C)C=CC=CC=1.Cl. The product is [CH:35]([O:34][C:32](=[O:33])[NH:1][C:2]1[CH:7]=[CH:6][C:5]([C:8]2[N:9]([CH:26]3[CH2:29][CH2:28][CH2:27]3)[C:10]3[C:15]([C:16]=2[C:17]#[N:18])=[CH:14][CH:13]=[C:12]([O:19][C:20]2[N:21]=[CH:22][CH:23]=[CH:24][N:25]=2)[CH:11]=3)=[CH:4][C:3]=1[Cl:30])([CH3:37])[CH3:36]. The yield is 0.930.